From a dataset of M1 muscarinic receptor antagonist screen with 61,756 compounds. Binary Classification. Given a drug SMILES string, predict its activity (active/inactive) in a high-throughput screening assay against a specified biological target. (1) The compound is O(CC(=O)Nc1ccc(CCCC)cc1)CC. The result is 0 (inactive). (2) The compound is Clc1ccc(n2ncc3c2ncnc3NCCOCCO)cc1. The result is 0 (inactive). (3) The molecule is Fc1c(c2oc(c(n2)CN2CCC(CC2)C(=O)NCCc2cc(OC)c(OC)cc2)C)cccc1. The result is 0 (inactive).